Dataset: Forward reaction prediction with 1.9M reactions from USPTO patents (1976-2016). Task: Predict the product of the given reaction. (1) Given the reactants [CH3:1][O:2][C:3](=[O:44])[C@@H:4]([NH:14][C:15]([C:17]1[N:18]=[C:19]([CH2:38][CH:39]2[CH2:43][CH2:42][CH2:41][CH2:40]2)[C:20]2[C:25]([CH:26]=1)=[CH:24][CH:23]=[C:22]([O:27][C:28]1[CH:33]=[CH:32][C:31]([C:34]([CH3:37])([CH3:36])[CH3:35])=[CH:30][CH:29]=1)[CH:21]=2)=[O:16])[CH2:5][C:6]1[S:7][C:8]([C:11]([CH3:13])=[CH2:12])=[CH:9][CH:10]=1, predict the reaction product. The product is: [CH3:1][O:2][C:3](=[O:44])[C@@H:4]([NH:14][C:15]([C:17]1[N:18]=[C:19]([CH2:38][CH:39]2[CH2:40][CH2:41][CH2:42][CH2:43]2)[C:20]2[C:25]([CH:26]=1)=[CH:24][CH:23]=[C:22]([O:27][C:28]1[CH:33]=[CH:32][C:31]([C:34]([CH3:37])([CH3:36])[CH3:35])=[CH:30][CH:29]=1)[CH:21]=2)=[O:16])[CH2:5][C:6]1[S:7][C:8]([CH:11]([CH3:13])[CH3:12])=[CH:9][CH:10]=1. (2) Given the reactants [OH:1][CH2:2][CH2:3][CH2:4][CH2:5][CH2:6][CH2:7][CH2:8][CH2:9][CH2:10][CH2:11][CH2:12][O:13][C:14]1[CH:21]=[CH:20][C:17]([CH:18]=O)=[CH:16][CH:15]=1.[CH2:22]1[O:30][C:29]2[CH:28]=[CH:27][C:26]([CH2:31][C:32]#[N:33])=[CH:25][C:24]=2[O:23]1, predict the reaction product. The product is: [O:30]1[C:29]2[CH:28]=[CH:27][C:26](/[C:31](=[CH:18]/[C:17]3[CH:20]=[CH:21][C:14]([O:13][CH2:12][CH2:11][CH2:10][CH2:9][CH2:8][CH2:7][CH2:6][CH2:5][CH2:4][CH2:3][CH2:2][OH:1])=[CH:15][CH:16]=3)/[C:32]#[N:33])=[CH:25][C:24]=2[O:23][CH2:22]1. (3) Given the reactants [C:1]([O:5][C:6](=[O:19])[N:7]([CH2:9][CH2:10][C@H:11]1[CH2:16][CH2:15][C@H:14]([CH2:17][OH:18])[CH2:13][CH2:12]1)[CH3:8])([CH3:4])([CH3:3])[CH3:2].[CH3:20][S:21](Cl)(=[O:23])=[O:22], predict the reaction product. The product is: [C:1]([O:5][C:6]([N:7]([CH3:8])[CH2:9][CH2:10][C@H:11]1[CH2:12][CH2:13][C@H:14]([CH2:17][O:18][S:21]([CH3:20])(=[O:23])=[O:22])[CH2:15][CH2:16]1)=[O:19])([CH3:3])([CH3:2])[CH3:4].